From a dataset of Forward reaction prediction with 1.9M reactions from USPTO patents (1976-2016). Predict the product of the given reaction. (1) Given the reactants Br[C:2]1[CH:3]=[C:4]2[C:9](=[CH:10][CH:11]=1)[N:8]=[CH:7][C:6]([C:12]([CH:14]1[CH2:16][CH2:15]1)=[O:13])=[C:5]2[NH:17][C:18]1[CH:23]=[CH:22][CH:21]=[C:20]([CH2:24][CH2:25][N:26]2[CH2:31][CH2:30][N:29]([CH3:32])[CH2:28][CH2:27]2)[CH:19]=1.[Cl:33][C:34]1[CH:39]=[C:38](B2OC(C)(C)C(C)(C)O2)[CH:37]=[C:36]([Cl:49])[C:35]=1[OH:50], predict the reaction product. The product is: [CH:14]1([C:12]([C:6]2[CH:7]=[N:8][C:9]3[C:4]([C:5]=2[NH:17][C:18]2[CH:23]=[CH:22][CH:21]=[C:20]([CH2:24][CH2:25][N:26]4[CH2:27][CH2:28][N:29]([CH3:32])[CH2:30][CH2:31]4)[CH:19]=2)=[CH:3][C:2]([C:38]2[CH:39]=[C:34]([Cl:33])[C:35]([OH:50])=[C:36]([Cl:49])[CH:37]=2)=[CH:11][CH:10]=3)=[O:13])[CH2:15][CH2:16]1. (2) Given the reactants Cl.[NH2:2][C:3]1[C:12]2[C:7](=[CH:8][C:9]([O:15][CH3:16])=[C:10]([O:13][CH3:14])[CH:11]=2)[N:6]=[C:5](Cl)[N:4]=1.[CH3:18][NH:19][CH2:20][CH2:21][C:22]#[N:23], predict the reaction product. The product is: [NH2:2][C:3]1[C:12]2[C:7](=[CH:8][C:9]([O:15][CH3:16])=[C:10]([O:13][CH3:14])[CH:11]=2)[N:6]=[C:5]([N:19]([CH2:20][CH2:21][C:22]#[N:23])[CH3:18])[N:4]=1. (3) The product is: [O:1]1[C:5]2[CH:6]=[CH:7][C:8]([C@H:10]([NH:15][C:16](=[O:38])[NH:17][C@H:18]([CH2:34][CH2:35][CH2:36][CH3:37])[C:19]([N:21]([CH2:22][C:23]3[S:24][CH:25]=[CH:26][CH:27]=3)[CH2:28][C:29]3[S:30][CH:31]=[CH:32][CH:33]=3)=[O:20])[CH2:11][C:12]([O-:14])=[O:13])=[CH:9][C:4]=2[O:3][CH2:2]1.[Na+:40]. Given the reactants [O:1]1[C:5]2[CH:6]=[CH:7][C:8]([C@H:10]([NH:15][C:16](=[O:38])[NH:17][C@H:18]([CH2:34][CH2:35][CH2:36][CH3:37])[C:19]([N:21]([CH2:28][C:29]3[S:30][CH:31]=[CH:32][CH:33]=3)[CH2:22][C:23]3[S:24][CH:25]=[CH:26][CH:27]=3)=[O:20])[CH2:11][C:12]([OH:14])=[O:13])=[CH:9][C:4]=2[O:3][CH2:2]1.[OH-].[Na+:40], predict the reaction product. (4) Given the reactants [Cl:1][C:2]1[CH:7]=[CH:6][C:5]([S:8]([N:11]([CH2:19][C:20]2[CH:28]=[CH:27][C:23]([C:24](O)=[O:25])=[CH:22][CH:21]=2)[CH:12]2[CH2:17][CH2:16][CH2:15][CH2:14][CH:13]2[CH3:18])(=[O:10])=[O:9])=[CH:4][CH:3]=1.Cl.[NH2:30][C:31]([CH3:37])([CH3:36])[C:32]([O:34][CH3:35])=[O:33].F[P-](F)(F)(F)(F)F.N1(O[P+](N(C)C)(N(C)C)N(C)C)C2C=CC=CC=2N=N1.C1C=CC2N(O)N=NC=2C=1.O.C(N(C(C)C)C(C)C)C, predict the reaction product. The product is: [Cl:1][C:2]1[CH:3]=[CH:4][C:5]([S:8]([N:11]([CH2:19][C:20]2[CH:21]=[CH:22][C:23]([C:24]([NH:30][C:31]([CH3:37])([CH3:36])[C:32]([O:34][CH3:35])=[O:33])=[O:25])=[CH:27][CH:28]=2)[CH:12]2[CH2:17][CH2:16][CH2:15][CH2:14][CH:13]2[CH3:18])(=[O:9])=[O:10])=[CH:6][CH:7]=1. (5) Given the reactants [F:1][C:2]([F:14])([C:7]1[CH:12]=[CH:11][CH:10]=[C:9]([OH:13])[CH:8]=1)[C:3]([O:5][CH3:6])=[O:4].Cl.Cl[CH2:17][CH2:18][N:19]1[CH2:24][CH2:23][O:22][CH2:21][CH2:20]1.[C:25](=O)([O-])[O-].[K+].[K+], predict the reaction product. The product is: [F:1][C:2]([F:14])([C:7]1[CH:12]=[CH:11][CH:10]=[C:9]([O:13][CH2:17][CH2:18][N:19]2[CH2:24][CH2:23][O:22][CH2:21][CH2:20]2)[CH:8]=1)[C:3]([O:5][CH2:6][CH3:25])=[O:4].